This data is from Catalyst prediction with 721,799 reactions and 888 catalyst types from USPTO. The task is: Predict which catalyst facilitates the given reaction. Reactant: [ClH:1].Cl.[NH:3]1[CH2:8][CH2:7][CH:6]([O:9][C:10]2[CH:25]=[CH:24][C:13]([O:14][CH2:15][CH2:16][CH2:17][N:18]3[CH2:23][CH2:22][CH2:21][CH2:20][CH2:19]3)=[CH:12][CH:11]=2)[CH2:5][CH2:4]1.CN(C)C=O.CN(C(ON1N=NC2C=CC=CC1=2)=[N+](C)C)C.F[P-](F)(F)(F)(F)F.[CH3:55][C:56]1([C:59](O)=[O:60])[CH2:58][CH2:57]1.C([O-])(O)=O.[Na+]. Product: [ClH:1].[CH3:55][C:56]1([C:59]([N:3]2[CH2:4][CH2:5][CH:6]([O:9][C:10]3[CH:11]=[CH:12][C:13]([O:14][CH2:15][CH2:16][CH2:17][N:18]4[CH2:23][CH2:22][CH2:21][CH2:20][CH2:19]4)=[CH:24][CH:25]=3)[CH2:7][CH2:8]2)=[O:60])[CH2:58][CH2:57]1. The catalyst class is: 66.